This data is from Forward reaction prediction with 1.9M reactions from USPTO patents (1976-2016). The task is: Predict the product of the given reaction. Given the reactants [CH2:1]([P:7](=[O:10])([OH:9])[OH:8])[CH2:2][P:3](=[O:6])([OH:5])[OH:4].C(Cl)(=O)C(Cl)=O.[F:17]/[CH:18]=[C:19]1/[C@H:20]([N:27]2[CH:34]=[CH:33][C:31]([NH2:32])=[N:30][C:28]2=[O:29])[O:21][C@H:22]([CH2:25]O)[C@H:23]/1[OH:24], predict the reaction product. The product is: [CH2:1]([P:7]([O:9][CH2:25][C@H:22]1[O:21][C@@H:20]([N:27]2[CH:34]=[CH:33][C:31]([NH2:32])=[N:30][C:28]2=[O:29])/[C:19](=[CH:18]/[F:17])/[C@@H:23]1[OH:24])(=[O:8])[OH:10])[CH2:2][P:3](=[O:5])([OH:4])[OH:6].